Dataset: Reaction yield outcomes from USPTO patents with 853,638 reactions. Task: Predict the reaction yield, written as a fraction of the theoretical maximum amount of product (1.0 means a 100% yield; for example, 0.34 means a 34% yield). (1) The yield is 0.920. The reactants are [CH2:1]1[S:5][C@@H:4]([CH2:6][CH2:7][CH2:8][CH2:9][C:10]([O:12]C2C=CC([N+]([O-])=O)=CC=2)=O)[CH:3]2[NH:22][C:23]([NH:25][CH:2]12)=[O:24].[NH2:26][CH2:27][CH2:28][O:29][CH2:30][CH2:31][O:32][CH2:33][CH2:34][NH:35][C:36](=[O:42])[O:37][C:38]([CH3:41])([CH3:40])[CH3:39]. The catalyst is CN(C)C=O.O1CCCC1. The product is [O:24]=[C:23]1[NH:25][CH:2]2[CH2:1][S:5][CH:4]([CH2:6][CH2:7][CH2:8][CH2:9][C:10]([NH:26][CH2:27][CH2:28][O:29][CH2:30][CH2:31][O:32][CH2:33][CH2:34][NH:35][C:36](=[O:42])[O:37][C:38]([CH3:40])([CH3:39])[CH3:41])=[O:12])[CH:3]2[NH:22]1. (2) The reactants are [NH:1]1[CH2:6][CH2:5][O:4][CH:3]([CH2:7][OH:8])[CH2:2]1.C(N(CC)C(C)C)(C)C.Cl[C:19]1[N:24]=[C:23]([O:25][C:26]2[CH:52]=[CH:51][C:50]([F:53])=[CH:49][C:27]=2[CH2:28][NH:29][C:30]([NH:32][C:33]2[N:37]([C:38]3[CH:43]=[CH:42][C:41]([CH3:44])=[CH:40][CH:39]=3)[N:36]=[C:35]([C:45]([CH3:48])([CH3:47])[CH3:46])[CH:34]=2)=[O:31])[CH:22]=[CH:21][N:20]=1.C(=O)(O)[O-].[Na+]. The catalyst is C(O)C. The product is [C:45]([C:35]1[CH:34]=[C:33]([NH:32][C:30]([NH:29][CH2:28][C:27]2[CH:49]=[C:50]([F:53])[CH:51]=[CH:52][C:26]=2[O:25][C:23]2[CH:22]=[CH:21][N:20]=[C:19]([N:1]3[CH2:6][CH2:5][O:4][CH:3]([CH2:7][OH:8])[CH2:2]3)[N:24]=2)=[O:31])[N:37]([C:38]2[CH:43]=[CH:42][C:41]([CH3:44])=[CH:40][CH:39]=2)[N:36]=1)([CH3:48])([CH3:46])[CH3:47]. The yield is 0.880. (3) The reactants are [CH3:1][O:2][C:3]1[CH:40]=[CH:39][C:6]([CH2:7][N:8]([CH2:30][C:31]2[CH:36]=[CH:35][C:34]([O:37][CH3:38])=[CH:33][CH:32]=2)[C:9]2[N:14]=[C:13]([CH3:15])[N:12]=[C:11]([C:16]3[C:17]([NH:22][C:23]4[CH:24]=[CH:25][C:26]([NH2:29])=[N:27][CH:28]=4)=[N:18][CH:19]=[CH:20][CH:21]=3)[N:10]=2)=[CH:5][CH:4]=1.[N:41]([CH:44]([CH3:46])[CH3:45])=[C:42]=[O:43]. The catalyst is C1COCC1. The product is [CH3:1][O:2][C:3]1[CH:4]=[CH:5][C:6]([CH2:7][N:8]([CH2:30][C:31]2[CH:32]=[CH:33][C:34]([O:37][CH3:38])=[CH:35][CH:36]=2)[C:9]2[N:14]=[C:13]([CH3:15])[N:12]=[C:11]([C:16]3[C:17]([NH:22][C:23]4[CH:24]=[CH:25][C:26]([NH:29][C:42]([NH:41][CH:44]([CH3:46])[CH3:45])=[O:43])=[N:27][CH:28]=4)=[N:18][CH:19]=[CH:20][CH:21]=3)[N:10]=2)=[CH:39][CH:40]=1. The yield is 0.720. (4) The product is [CH3:1][N:2]([CH3:16])[S:3]([C:6]1[CH:13]=[CH:12][C:9]([CH2:10][OH:11])=[CH:8][C:7]=1[O:14][CH3:15])(=[O:4])=[O:5]. The catalyst is C1COCC1. The yield is 0.920. The reactants are [CH3:1][N:2]([CH3:16])[S:3]([C:6]1[CH:13]=[CH:12][C:9]([CH:10]=[O:11])=[CH:8][C:7]=1[O:14][CH3:15])(=[O:5])=[O:4].[BH4-].[Na+]. (5) The reactants are [CH3:1][O:2][C:3]1[CH:8]=[CH:7][CH:6]=[C:5]([CH3:9])[CH:4]=1.[OH:10][S:11](O)(=[O:13])=[O:12]. The catalyst is [Cl-].[Na+].O. The product is [CH3:1][O:2][C:3]1[CH:8]=[CH:7][C:6]([S:11]([OH:13])(=[O:12])=[O:10])=[C:5]([CH3:9])[CH:4]=1. The yield is 0.940.